Dataset: Peptide-MHC class II binding affinity with 134,281 pairs from IEDB. Task: Regression. Given a peptide amino acid sequence and an MHC pseudo amino acid sequence, predict their binding affinity value. This is MHC class II binding data. The peptide sequence is SGHVIPACKNLSPSA. The MHC is DRB3_0202 with pseudo-sequence DRB3_0202. The binding affinity (normalized) is 0.0749.